This data is from Forward reaction prediction with 1.9M reactions from USPTO patents (1976-2016). The task is: Predict the product of the given reaction. (1) The product is: [C:31]([OH:34])(=[O:33])[CH3:32].[C:25]([C:22]1[CH:21]=[CH:20][C:19]([C:14]2[CH:15]=[CH:16][C:17]([OH:18])=[C:12]([C:10]3[NH:9][C:8]4[CH:29]=[CH:30][C:5]([C:3]([NH2:4])=[NH:2])=[CH:6][C:7]=4[N:11]=3)[CH:13]=2)=[CH:24][CH:23]=1)(=[NH:26])[NH2:28]. Given the reactants O[NH:2][C:3]([C:5]1[CH:30]=[CH:29][C:8]2[NH:9][C:10]([C:12]3[CH:13]=[C:14]([C:19]4[CH:24]=[CH:23][C:22]([C:25](=[NH:28])[NH:26]O)=[CH:21][CH:20]=4)[CH:15]=[CH:16][C:17]=3[OH:18])=[N:11][C:7]=2[CH:6]=1)=[NH:4].[C:31]([O:34]C(=O)C)(=[O:33])[CH3:32], predict the reaction product. (2) Given the reactants [CH2:1]([C:4]1[C:8]([CH2:9][CH2:10][CH2:11][OH:12])=[CH:7][N:6]([C:13]2[CH:18]=[CH:17][C:16]([C:19]([F:22])([F:21])[F:20])=[CH:15][N:14]=2)[N:5]=1)[CH2:2][CH3:3].O[C:24]1[CH:28]=[C:27]([CH2:29][CH2:30][C:31]([O:33]CC)=[O:32])[N:26]([C:36]2[CH:41]=[CH:40][CH:39]=[CH:38][CH:37]=2)[N:25]=1.C(P(CCCC)CCCC)CCC.N(C(N1CCCCC1)=O)=NC(N1CCCCC1)=O, predict the reaction product. The product is: [C:36]1([N:26]2[C:27]([CH2:29][CH2:30][C:31]([OH:33])=[O:32])=[CH:28][C:24]([O:12][CH2:11][CH2:10][CH2:9][C:8]3[C:4]([CH2:1][CH2:2][CH3:3])=[N:5][N:6]([C:13]4[CH:18]=[CH:17][C:16]([C:19]([F:21])([F:20])[F:22])=[CH:15][N:14]=4)[CH:7]=3)=[N:25]2)[CH:41]=[CH:40][CH:39]=[CH:38][CH:37]=1. (3) The product is: [CH2:1]([C:4]1[C:9]2[O:14][N:13]=[C:11]([CH3:12])[C:8]=2[CH:7]=[CH:6][C:5]=1[NH:15][C:16](=[O:18])[CH3:17])[CH:2]=[CH2:3]. Given the reactants [CH2:1]([C:4]1[C:9](O)=[C:8]([C:11](=[N:13][OH:14])[CH3:12])[CH:7]=[CH:6][C:5]=1[NH:15][C:16](=[O:18])[CH3:17])[CH:2]=[CH2:3].C([O-])(=O)C.[Na+].C(OC(=O)C)(=O)C.C(=O)([O-])[O-].[Na+].[Na+], predict the reaction product. (4) Given the reactants [F:1][C:2]1[N:9]=[C:8](F)[C:7]([F:11])=[CH:6][C:3]=1[C:4]#[N:5].C(N(CC)CC)C.[CH3:19][C:20]1[NH:24][N:23]=[C:22]([NH2:25])[CH:21]=1, predict the reaction product. The product is: [F:1][C:2]1[N:9]=[C:8]([NH:25][C:22]2[CH:21]=[C:20]([CH3:19])[NH:24][N:23]=2)[C:7]([F:11])=[CH:6][C:3]=1[C:4]#[N:5]. (5) Given the reactants S(O)(C)(=O)=O.[OH:6][C:7]1[C:8]([CH3:23])=[C:9]([S:14][CH2:15][C:16](=O)[CH2:17][C:18]([O:20][CH3:21])=[O:19])[CH:10]=[C:11]([CH3:13])[CH:12]=1, predict the reaction product. The product is: [CH3:21][O:20][C:18](=[O:19])[CH2:17][C:16]1[C:10]2[C:11]([CH3:13])=[CH:12][C:7]([OH:6])=[C:8]([CH3:23])[C:9]=2[S:14][CH:15]=1. (6) Given the reactants [O:1]1[C:5]([C:6]([OH:8])=[O:7])=[CH:4][CH:3]=[C:2]1[C:9]([OH:11])=[O:10], predict the reaction product. The product is: [O:1]1[CH:5]([C:6]([OH:8])=[O:7])[CH2:4][CH2:3][CH:2]1[C:9]([OH:11])=[O:10]. (7) Given the reactants [P:1]([O:44]CC)([O:41]CC)([O:3][C:4]1[CH:9]=[C:8]([F:10])[CH:7]=[C:6]([C:11]2[C:19]3[C:14](=[N:15][CH:16]=[N:17][C:18]=3[NH2:20])[N:13]([CH2:21][C:22]3[N:23]([C:34]4[CH:39]=[CH:38][CH:37]=[CH:36][C:35]=4[CH3:40])[C:24](=[O:33])[C:25]4[C:30]([CH:31]=3)=[CH:29][CH:28]=[CH:27][C:26]=4[CH3:32])[N:12]=2)[CH:5]=1)=[O:2].C[Si](Br)(C)C, predict the reaction product. The product is: [P:1]([OH:41])([OH:44])([O:3][C:4]1[CH:9]=[C:8]([F:10])[CH:7]=[C:6]([C:11]2[C:19]3[C:14](=[N:15][CH:16]=[N:17][C:18]=3[NH2:20])[N:13]([CH2:21][C:22]3[N:23]([C:34]4[CH:39]=[CH:38][CH:37]=[CH:36][C:35]=4[CH3:40])[C:24](=[O:33])[C:25]4[C:30]([CH:31]=3)=[CH:29][CH:28]=[CH:27][C:26]=4[CH3:32])[N:12]=2)[CH:5]=1)=[O:2]. (8) Given the reactants [H-].[Na+].CS(C)=O.[NH2:7][C:8]1[CH:13]=[CH:12][C:11]([OH:14])=[CH:10][C:9]=1[N+:15]([O-:17])=[O:16].Cl[C:19]1[C:28]2[C:23](=[CH:24][C:25]([O:31][CH3:32])=[C:26]([O:29][CH3:30])[CH:27]=2)[N:22]=[CH:21][N:20]=1, predict the reaction product. The product is: [CH3:30][O:29][C:26]1[CH:27]=[C:28]2[C:23](=[CH:24][C:25]=1[O:31][CH3:32])[N:22]=[CH:21][N:20]=[C:19]2[O:14][C:11]1[CH:12]=[CH:13][C:8]([NH2:7])=[C:9]([N+:15]([O-:17])=[O:16])[CH:10]=1. (9) Given the reactants [CH2:1]([NH:6][CH2:7][CH2:8][CH2:9][CH2:10][CH3:11])[CH2:2][CH2:3][CH2:4][CH3:5].[CH3:12][O:13][C:14]1[CH:22]=[CH:21][C:20]([CH:23]=[O:24])=[CH:19][C:15]=1[C:16]([OH:18])=O.ON1C2N=CC=CC=2N=N1.CN1CCOCC1.Cl.CN(C)CCCN=C=NCC, predict the reaction product. The product is: [CH2:7]([N:6]([CH2:1][CH2:2][CH2:3][CH2:4][CH3:5])[C:16](=[O:18])[C:15]1[CH:19]=[C:20]([CH:23]=[O:24])[CH:21]=[CH:22][C:14]=1[O:13][CH3:12])[CH2:8][CH2:9][CH2:10][CH3:11]. (10) Given the reactants [CH:1]([N:4]1[CH2:9][CH2:8][N:7]([C:10]2[S:11][C:12]3[CH:18]=[C:17]([CH:19]=O)[CH:16]=[CH:15][C:13]=3[N:14]=2)[CH2:6][CH2:5]1)([CH3:3])[CH3:2].CC(O)=O.Cl.[CH3:26][NH:27][CH3:28].[BH3-]C#N.[Na+], predict the reaction product. The product is: [CH:1]([N:4]1[CH2:9][CH2:8][N:7]([C:10]2[S:11][C:12]3[CH:18]=[C:17]([CH2:19][N:27]([CH3:28])[CH3:26])[CH:16]=[CH:15][C:13]=3[N:14]=2)[CH2:6][CH2:5]1)([CH3:3])[CH3:2].